Dataset: Forward reaction prediction with 1.9M reactions from USPTO patents (1976-2016). Task: Predict the product of the given reaction. (1) Given the reactants [O:1]=[C:2]1[N:6]([C:7]2[N:12]=[CH:11][C:10]([C:13]([Cl:15])=[O:14])=[CH:9][CH:8]=2)[NH:5][CH:4]=[C:3]1[C:16]1[CH:17]=[N:18][CH:19]=[CH:20][CH:21]=1.[NH3:22], predict the reaction product. The product is: [ClH:15].[O:1]=[C:2]1[N:6]([C:7]2[N:12]=[CH:11][C:10]([C:13]([NH2:22])=[O:14])=[CH:9][CH:8]=2)[NH:5][CH:4]=[C:3]1[C:16]1[CH:17]=[N:18][CH:19]=[CH:20][CH:21]=1. (2) Given the reactants S(O)(=O)(=O)C.[NH2:6][C@@H:7]([CH2:23][C:24]1[CH:29]=[CH:28][C:27]([OH:30])=[C:26]([OH:31])[CH:25]=1)[C:8]([O:10][CH2:11][C@H:12]([O:14][C:15]([C:17]1[CH:22]=[CH:21][CH:20]=[CH:19][CH:18]=1)=[O:16])[CH3:13])=[O:9].C([N+](CCCC)(CCCC)CCCC)CCC.OC1C=C(C[C@H](N[C:63]([O:65][C:66]([CH3:69])([CH3:68])[CH3:67])=[O:64])C([O-])=O)C=CC=1O.C(=O)(O)[O-].[Cs+], predict the reaction product. The product is: [C:66]([O:65][C:63]([NH:6][C@@H:7]([CH2:23][C:24]1[CH:29]=[CH:28][C:27]([OH:30])=[C:26]([OH:31])[CH:25]=1)[C:8]([O:10][CH2:11][C@H:12]([O:14][C:15]([C:17]1[CH:22]=[CH:21][CH:20]=[CH:19][CH:18]=1)=[O:16])[CH3:13])=[O:9])=[O:64])([CH3:69])([CH3:68])[CH3:67].